This data is from Catalyst prediction with 721,799 reactions and 888 catalyst types from USPTO. The task is: Predict which catalyst facilitates the given reaction. (1) Reactant: [Cl:1][C:2]1[CH:27]=[CH:26][C:5]([CH2:6][O:7][C:8]2[CH:9]=[C:10]([CH:13]=[CH:14][C:15]=2[O:16]CC2C=CC(OC)=CC=2)[CH:11]=[O:12])=[CH:4][CH:3]=1. Product: [Cl:1][C:2]1[CH:27]=[CH:26][C:5]([CH2:6][O:7][C:8]2[CH:9]=[C:10]([CH:13]=[CH:14][C:15]=2[OH:16])[CH:11]=[O:12])=[CH:4][CH:3]=1. The catalyst class is: 15. (2) Reactant: [CH3:1][C:2]1([CH3:12])[C:7](=[O:8])[CH2:6][C:5](=[O:9])[C:4]([CH3:11])([CH3:10])[O:3]1.C(Cl)(Cl)Cl.C1(C)C=CC=CC=1.C([O-])(=O)C.C([O-])(=O)C.C([O-])(=O)C.[Br:36][C:37]1[CH:38]=[CH:39][C:40]([CH3:44])=[C:41]([Pb+3])[CH:42]=1. Product: [Br:36][C:37]1[CH:42]=[CH:41][C:40]([CH3:44])=[C:39]([CH:6]2[C:7](=[O:8])[C:2]([CH3:12])([CH3:1])[O:3][C:4]([CH3:11])([CH3:10])[C:5]2=[O:9])[CH:38]=1. The catalyst class is: 646. (3) Reactant: [CH2:1]([N:8](CCC)[C:9]1[C:14]2[N:15]([CH3:28])[C:16]([NH:18][C:19]3[C:24]([CH3:25])=[CH:23][C:22]([CH3:26])=[CH:21][C:20]=3[CH3:27])=[N:17][C:13]=2[CH:12]=[CH:11][CH:10]=1)[C:2]1C=CC=C[CH:3]=1. Product: [C:20]1([CH3:27])[CH:21]=[C:22]([CH3:26])[CH:23]=[C:24]([CH3:25])[C:19]=1[NH:18][C:16]1[N:15]([CH3:28])[C:14]2[C:9]([NH:8][CH2:1][CH2:2][CH3:3])=[CH:10][CH:11]=[CH:12][C:13]=2[N:17]=1. The catalyst class is: 105. (4) Reactant: Cl[C:2]1[S:6][N:5]=[C:4]([N:7]2[CH2:12][CH2:11][CH:10]([OH:13])[CH2:9][CH2:8]2)[N:3]=1.FC(F)(F)C(O)=O.[O:21]1[C:25]2[CH:26]=[CH:27][CH:28]=[CH:29][C:24]=2[C:23]([NH:30][C:31]([N:33]2[CH2:38][CH2:37][NH:36][CH2:35][CH2:34]2)=[O:32])=[N:22]1.C(N(CC)CC)C.O. Product: [O:21]1[C:25]2[CH:26]=[CH:27][CH:28]=[CH:29][C:24]=2[C:23]([NH:30][C:31]([N:33]2[CH2:38][CH2:37][N:36]([C:2]3[S:6][N:5]=[C:4]([N:7]4[CH2:12][CH2:11][CH:10]([OH:13])[CH2:9][CH2:8]4)[N:3]=3)[CH2:35][CH2:34]2)=[O:32])=[N:22]1. The catalyst class is: 9.